From a dataset of Full USPTO retrosynthesis dataset with 1.9M reactions from patents (1976-2016). Predict the reactants needed to synthesize the given product. (1) The reactants are: Cl.[O:2]=[CH:3][C@@H:4]([C@@H:6]([C@@H:8]([CH2:10][OH:11])[OH:9])[OH:7])[OH:5].[C:12]([O-])(O)=O.[Na+].[CH3:17][CH2:18][C:19](=O)[CH2:20][CH3:21]. Given the product [CH2:18]([C:19]1([CH2:20][CH3:21])[O:9][C@H:8]2[CH:10]([O:11][CH3:12])[O:5][C@H:4]([CH2:3][OH:2])[C@H:6]2[O:7]1)[CH3:17], predict the reactants needed to synthesize it. (2) Given the product [NH2:3][C:6]1[CH:7]=[C:8]2[C:12](=[CH:13][CH:14]=1)[C:11](=[O:15])[NH:10][CH2:9]2, predict the reactants needed to synthesize it. The reactants are: O.Cl.[N+:3]([C:6]1[CH:7]=[C:8]2[C:12](=[CH:13][CH:14]=1)[C:11](=[O:15])[NH:10][CH2:9]2)([O-])=O.N. (3) Given the product [Cl:40][C:41]1[CH:51]=[CH:50][C:44]([CH2:45][S:46]([N:37]2[CH2:38][CH2:39][N:34]([C:26]3[CH:27]=[C:28]([F:33])[C:29]([O:31][CH3:32])=[CH:30][C:25]=3[F:24])[CH2:35][CH2:36]2)(=[O:48])=[O:47])=[CH:43][CH:42]=1, predict the reactants needed to synthesize it. The reactants are: Cl.Cl.COC1C=CC(N2CCNCC2)=CC=1.C(Cl)(=O)CC(C)C.[F:24][C:25]1[CH:30]=[C:29]([O:31][CH3:32])[C:28]([F:33])=[CH:27][C:26]=1[N:34]1[CH2:39][CH2:38][NH:37][CH2:36][CH2:35]1.[Cl:40][C:41]1[CH:51]=[CH:50][C:44]([CH2:45][S:46](Cl)(=[O:48])=[O:47])=[CH:43][CH:42]=1. (4) The reactants are: [CH2:1]([O:8][CH2:9][CH2:10][CH2:11][C:12]([OH:14])=O)[C:2]1[CH:7]=[CH:6][CH:5]=[CH:4][CH:3]=1.S(Cl)(Cl)=O.C([O:21][C:22](=[O:30])[C:23]1[CH:28]=[CH:27][CH:26]=[N:25][C:24]=1[NH2:29])C.C(=O)([O-])O.[Na+]. Given the product [CH2:1]([O:8][CH2:9][CH2:10][CH2:11][C:12]([NH:29][C:24]1[N:25]=[CH:26][CH:27]=[CH:28][C:23]=1[C:22]([OH:30])=[O:21])=[O:14])[C:2]1[CH:3]=[CH:4][CH:5]=[CH:6][CH:7]=1, predict the reactants needed to synthesize it. (5) Given the product [Br:32][C:33]([Br:34])=[CH:5][C:4]1[C:3]([CH2:1][CH3:2])=[CH:10][CH:9]=[CH:8][C:7]=1[CH2:11][CH3:12], predict the reactants needed to synthesize it. The reactants are: [CH2:1]([C:3]1[CH:10]=[CH:9][CH:8]=[C:7]([CH2:11][CH3:12])[C:4]=1[CH:5]=O)[CH3:2].C1(P(C2C=CC=CC=2)C2C=CC=CC=2)C=CC=CC=1.[Br:32][C:33](Br)(Br)[Br:34]. (6) Given the product [CH3:6][O:7][C:8]([C:10]1[S:11][C:12]([N:1]2[CH:5]=[CH:4][N:3]=[CH:2]2)=[CH:13][C:14]=1[OH:15])=[O:9], predict the reactants needed to synthesize it. The reactants are: [NH:1]1[CH:5]=[CH:4][N:3]=[CH:2]1.[CH3:6][O:7][C:8]([C:10]1(Cl)[C:14](=[O:15])[CH:13]=[CH:12][S:11]1)=[O:9]. (7) The reactants are: [C:1](OC(=O)C)(=[O:3])[CH3:2].[CH2:8]([O:15][C:16]([N:18]1[CH2:23][CH2:22][N:21]([C@H:24]([CH2:36][OH:37])[CH2:25][CH2:26][N:27]2[CH2:34][CH2:33][C:30]3([CH2:32][CH2:31]3)[C@H:29]([OH:35])[CH2:28]2)[C:20](=[O:38])[C@@H:19]1[CH3:39])=[O:17])[C:9]1[CH:14]=[CH:13][CH:12]=[CH:11][CH:10]=1.N1C=CC=CC=1.C(NCC)C. Given the product [CH2:8]([O:15][C:16]([N:18]1[CH2:23][CH2:22][N:21]([C@H:24]([CH2:36][O:37][C:1](=[O:3])[CH3:2])[CH2:25][CH2:26][N:27]2[CH2:34][CH2:33][C:30]3([CH2:32][CH2:31]3)[C@H:29]([OH:35])[CH2:28]2)[C:20](=[O:38])[C@@H:19]1[CH3:39])=[O:17])[C:9]1[CH:10]=[CH:11][CH:12]=[CH:13][CH:14]=1, predict the reactants needed to synthesize it.